This data is from Reaction yield outcomes from USPTO patents with 853,638 reactions. The task is: Predict the reaction yield, written as a fraction of the theoretical maximum amount of product (1.0 means a 100% yield; for example, 0.34 means a 34% yield). The reactants are [Br:1][C:2]1[C:11]([C@H:12]([O:18][C:19]([CH3:22])([CH3:21])[CH3:20])[C:13]([O:15][CH2:16][CH3:17])=[O:14])=[C:10]([CH3:23])[CH:9]=[C:8]2[C:3]=1[CH:4]=[CH:5][C:6]([CH2:24][OH:25])=[N:7]2.CC(OI1(OC(C)=O)(OC(C)=O)OC(=O)C2C=CC=CC1=2)=O. The catalyst is ClCCl. The product is [Br:1][C:2]1[C:11]([C@H:12]([O:18][C:19]([CH3:20])([CH3:21])[CH3:22])[C:13]([O:15][CH2:16][CH3:17])=[O:14])=[C:10]([CH3:23])[CH:9]=[C:8]2[C:3]=1[CH:4]=[CH:5][C:6]([CH:24]=[O:25])=[N:7]2. The yield is 0.800.